Task: Predict the product of the given reaction.. Dataset: Forward reaction prediction with 1.9M reactions from USPTO patents (1976-2016) (1) Given the reactants I[C:2]1[CH:3]=[C:4]2[C:8](=[CH:9][CH:10]=1)[N:7]([C:11]1[CH:16]=[CH:15][CH:14]=[CH:13][CH:12]=1)[C:6]1[N:17]=[CH:18][CH:19]=[CH:20][C:5]2=1.[NH:21]1[CH:25]=[CH:24][N:23]=[CH:22]1.C1(N)CCCCC1N.C([O-])([O-])=O.[K+].[K+], predict the reaction product. The product is: [N:21]1([C:2]2[CH:3]=[C:4]3[C:8](=[CH:9][CH:10]=2)[N:7]([C:11]2[CH:16]=[CH:15][CH:14]=[CH:13][CH:12]=2)[C:6]2[N:17]=[CH:18][CH:19]=[CH:20][C:5]3=2)[CH:25]=[CH:24][N:23]=[CH:22]1. (2) Given the reactants Cl.[C:2]([O:6][C:7](=[O:10])[CH2:8][NH2:9])([CH3:5])([CH3:4])[CH3:3].C([O-])(O)=O.[Na+].[C:16]([O:20][C:21](=[O:33])[NH:22][C:23]1[CH:28]=[CH:27][C:26](F)=[C:25]([N+:30]([O-:32])=[O:31])[CH:24]=1)([CH3:19])([CH3:18])[CH3:17], predict the reaction product. The product is: [C:2]([O:6][C:7](=[O:10])[CH2:8][NH:9][C:26]1[CH:27]=[CH:28][C:23]([NH:22][C:21]([O:20][C:16]([CH3:18])([CH3:19])[CH3:17])=[O:33])=[CH:24][C:25]=1[N+:30]([O-:32])=[O:31])([CH3:5])([CH3:4])[CH3:3]. (3) Given the reactants [CH2:1]([N:8]([CH2:20][C:21]1[CH:26]=[CH:25][CH:24]=[CH:23][CH:22]=1)[C:9]1[CH:14]=[CH:13][C:12]([C:15]([F:18])([F:17])[F:16])=[C:11](Cl)[N:10]=1)[C:2]1[CH:7]=[CH:6][CH:5]=[CH:4][CH:3]=1.[CH3:27][O:28][Na], predict the reaction product. The product is: [CH2:1]([N:8]([CH2:20][C:21]1[CH:26]=[CH:25][CH:24]=[CH:23][CH:22]=1)[C:9]1[CH:14]=[CH:13][C:12]([C:15]([F:18])([F:17])[F:16])=[C:11]([O:28][CH3:27])[N:10]=1)[C:2]1[CH:7]=[CH:6][CH:5]=[CH:4][CH:3]=1. (4) Given the reactants [C:1]([NH:8][C@H:9]([CH2:18][C:19]1[CH:24]=[CH:23][C:22]([Cl:25])=[CH:21][CH:20]=1)[C:10]([NH:12][N:13]1[CH2:16][CH:15]([OH:17])[CH2:14]1)=[O:11])([O:3][C:4]([CH3:7])([CH3:6])[CH3:5])=[O:2].C(Cl)(=O)C(Cl)=O.CS(C)=O, predict the reaction product. The product is: [C:1]([NH:8][C@H:9]([CH2:18][C:19]1[CH:20]=[CH:21][C:22]([Cl:25])=[CH:23][CH:24]=1)[C:10]([NH:12][N:13]1[CH2:14][C:15](=[O:17])[CH2:16]1)=[O:11])([O:3][C:4]([CH3:6])([CH3:7])[CH3:5])=[O:2]. (5) The product is: [Br:29][CH:17]([C:7]1[N:6]([CH2:5][C:4]2[CH:21]=[CH:22][CH:23]=[C:2]([F:1])[CH:3]=2)[C:11](=[O:12])[C:10]2[C:13]([CH3:16])=[N:14][O:15][C:9]=2[N:8]=1)[CH:18]([CH3:20])[CH3:19]. Given the reactants [F:1][C:2]1[CH:3]=[C:4]([CH:21]=[CH:22][CH:23]=1)[CH2:5][N:6]1[C:11](=[O:12])[C:10]2[C:13]([CH3:16])=[N:14][O:15][C:9]=2[N:8]=[C:7]1[CH2:17][CH:18]([CH3:20])[CH3:19].C([O-])(=O)C.[Na+].[Br:29]Br.C(=O)([O-])[O-].[K+].[K+], predict the reaction product. (6) Given the reactants [CH2:1]([O:3][C:4]1[CH:5]=[C:6]([CH:30]=[C:31]([O:34][CH2:35][CH3:36])[C:32]=1F)[CH2:7][N:8]1[CH2:13][CH2:12][CH:11]([NH:14][C:15]2[O:16][C:17]3[CH:23]=[CH:22][C:21]([O:24][CH2:25][CH2:26][CH2:27][O:28][CH3:29])=[CH:20][C:18]=3[N:19]=2)[CH2:10][CH2:9]1)[CH3:2].C(OC1C=C(C=O)C=C(OCC)C=1[C:51]1[CH:56]=[CH:55][C:54]([F:57])=[CH:53][CH:52]=1)C.C([BH3-])#N.[Na+].C(N(C(C)C)C(C)C)C, predict the reaction product. The product is: [CH2:35]([O:34][C:31]1[CH:30]=[C:6]([CH2:7][N:8]2[CH2:13][CH2:12][CH:11]([NH:14][C:15]3[O:16][C:17]4[CH:23]=[CH:22][C:21]([O:24][CH2:25][CH2:26][CH2:27][O:28][CH3:29])=[CH:20][C:18]=4[N:19]=3)[CH2:10][CH2:9]2)[CH:5]=[C:4]([O:3][CH2:1][CH3:2])[C:32]=1[C:51]1[CH:56]=[CH:55][C:54]([F:57])=[CH:53][CH:52]=1)[CH3:36].